The task is: Predict the reactants needed to synthesize the given product.. This data is from Retrosynthesis with 50K atom-mapped reactions and 10 reaction types from USPTO. (1) Given the product O=C(O)/C=C/c1ccc(/C=C/C(=O)NOC2CCCCO2)cc1, predict the reactants needed to synthesize it. The reactants are: CCOC(=O)/C=C/c1ccc(/C=C/C(=O)NOC2CCCCO2)cc1. (2) Given the product COc1ccc2ncc(=O)n(CCNC[C@H]3CC(=O)N(c4ccc5c(c4)NC(=O)CO5)C3)c2c1, predict the reactants needed to synthesize it. The reactants are: COc1ccc2ncc(=O)n(CC=O)c2c1.NC[C@H]1CC(=O)N(c2ccc3c(c2)NC(=O)CO3)C1. (3) Given the product CC[C@@H](c1ccccc1)N(Cc1ccc(C#N)cc1)S(=O)(=O)c1ccc(C(=O)OC)cc1, predict the reactants needed to synthesize it. The reactants are: CC[C@H](NS(=O)(=O)c1ccc(C(=O)OC)cc1)c1ccccc1.N#Cc1ccc(CBr)cc1.